This data is from Full USPTO retrosynthesis dataset with 1.9M reactions from patents (1976-2016). The task is: Predict the reactants needed to synthesize the given product. (1) Given the product [C:30]([C:34]1[O:38][N:37]=[C:36]([NH:39][C:40]([NH:42][C:43]2[CH:48]=[CH:47][C:46]([O:49][C:50]3[CH:51]=[CH:52][C:53]([O:56][C:5](=[O:9])[CH3:1])=[CH:58][CH:55]=3)=[CH:45][CH:44]=2)=[O:41])[CH:35]=1)([CH3:32])([CH3:33])[CH3:31], predict the reactants needed to synthesize it. The reactants are: [C:1]([C:5]1[O:9]N=C(NC(NC2C=CC(OC3C=CC(OCC)=CN=3)=CC=2)=O)C=1)(C)(C)C.[C:30]([C:34]1[O:38][N:37]=[C:36]([NH:39][C:40]([NH:42][C:43]2[CH:48]=[CH:47][C:46]([O:49][C:50]3[CH:51]=[CH:52][C:53](=[O:56])N[CH:55]=3)=[CH:45][CH:44]=2)=[O:41])[CH:35]=1)([CH3:33])([CH3:32])[CH3:31].I[CH2:58]C. (2) Given the product [CH2:36]([NH:38][C:39]([NH:1][C:2]1[S:3][C:4]([C:30]2[CH:31]=[CH:32][N:33]=[CH:34][CH:35]=2)=[C:5]([C:7]2[C:8]([F:29])=[C:9]([N:14]([CH2:26][O:27][CH3:28])[S:15]([C:18]3[CH:23]=[C:22]([F:24])[CH:21]=[CH:20][C:19]=3[F:25])(=[O:17])=[O:16])[CH:10]=[CH:11][C:12]=2[F:13])[N:6]=1)=[O:40])[CH3:37], predict the reactants needed to synthesize it. The reactants are: [NH2:1][C:2]1[S:3][C:4]([C:30]2[CH:35]=[CH:34][N:33]=[CH:32][CH:31]=2)=[C:5]([C:7]2[C:8]([F:29])=[C:9]([N:14]([CH2:26][O:27][CH3:28])[S:15]([C:18]3[CH:23]=[C:22]([F:24])[CH:21]=[CH:20][C:19]=3[F:25])(=[O:17])=[O:16])[CH:10]=[CH:11][C:12]=2[F:13])[N:6]=1.[CH2:36]([N:38]=[C:39]=[O:40])[CH3:37]. (3) Given the product [C:1]1([S:7]([C:10]2[C:18]3[C:13](=[CH:14][CH:15]=[C:16]([O:19][CH2:20][CH2:21][NH:36][CH:33]([CH3:35])[CH3:34])[CH:17]=3)[NH:12][N:11]=2)(=[O:8])=[O:9])[CH:6]=[CH:5][CH:4]=[CH:3][CH:2]=1, predict the reactants needed to synthesize it. The reactants are: [C:1]1([S:7]([C:10]2[C:18]3[C:13](=[CH:14][CH:15]=[C:16]([O:19][CH2:20][CH2:21]OS(C4C=CC(C)=CC=4)(=O)=O)[CH:17]=3)[NH:12][N:11]=2)(=[O:9])=[O:8])[CH:6]=[CH:5][CH:4]=[CH:3][CH:2]=1.[CH:33]([NH2:36])([CH3:35])[CH3:34]. (4) Given the product [OH:3][CH:1]([C:4]1[CH:9]=[CH:8][C:7]([C:10]2[C:11](=[O:27])[O:12][C:13]3[C:22]([CH:23]=2)=[CH:21][C:20]2[CH2:19][CH2:18][CH2:17][N:16]4[CH2:24][CH2:25][CH2:26][C:14]=3[C:15]=24)=[CH:6][CH:5]=1)[CH3:2], predict the reactants needed to synthesize it. The reactants are: [C:1]([C:4]1[CH:9]=[CH:8][C:7]([C:10]2[C:11](=[O:27])[O:12][C:13]3[C:22]([CH:23]=2)=[CH:21][C:20]2[CH2:19][CH2:18][CH2:17][N:16]4[CH2:24][CH2:25][CH2:26][C:14]=3[C:15]=24)=[CH:6][CH:5]=1)(=[O:3])[CH3:2].